This data is from Forward reaction prediction with 1.9M reactions from USPTO patents (1976-2016). The task is: Predict the product of the given reaction. (1) Given the reactants [N:1]1[CH:2]=[CH:3][N:4]2[CH:9]=[C:8]([C:10]([O:12]C)=O)[CH:7]=[CH:6][C:5]=12.O.[OH-].[Li+].[Cl-].[NH4+].[Cl-].COC1N=C(OC)N=C([N+]2(C)CCOCC2)[N:23]=1, predict the reaction product. The product is: [N:1]1[CH:2]=[CH:3][N:4]2[CH:9]=[C:8]([C:10]([NH2:23])=[O:12])[CH:7]=[CH:6][C:5]=12. (2) Given the reactants [CH2:1]([O:3][P:4]([CH2:9][CH2:10][CH2:11]Br)(=[O:8])[O:5][CH2:6][CH3:7])[CH3:2].[N-:13]=[N+:14]=[N-:15].[Na+], predict the reaction product. The product is: [CH2:1]([O:3][P:4]([CH2:9][CH2:10][CH2:11][N:13]=[N+:14]=[N-:15])(=[O:8])[O:5][CH2:6][CH3:7])[CH3:2]. (3) Given the reactants [Li+].[BH4-].[Cl:3][C:4]1[C:13]2[C:8](=[CH:9][C:10]([C:14](OCC)=[O:15])=[CH:11][CH:12]=2)[C:7](=[O:19])[NH:6][CH:5]=1, predict the reaction product. The product is: [Cl:3][C:4]1[C:13]2[C:8](=[CH:9][C:10]([CH2:14][OH:15])=[CH:11][CH:12]=2)[C:7](=[O:19])[NH:6][CH:5]=1. (4) Given the reactants [C:1]1([SH:7])[CH:6]=[CH:5][CH:4]=[CH:3][CH:2]=1.[C:8](Cl)(=[O:12])[C:9](Cl)=[O:10].[Al+3].[Cl-].[Cl-].[Cl-].Cl, predict the reaction product. The product is: [S:7]1[C:9](=[O:10])[C:8](=[O:12])[C:2]2[CH:3]=[CH:4][CH:5]=[CH:6][C:1]1=2. (5) Given the reactants [CH2:1]([Li])[CH2:2][CH2:3][CH3:4].[CH3:6][C:7]1[CH2:8][C:9]2[C:14]([CH:15]=1)=[CH:13][CH:12]=[CH:11][C:10]=2[C:16]1[CH:21]=[CH:20][CH:19]=[CH:18][CH:17]=1.Br[CH:23](Br)[CH3:24], predict the reaction product. The product is: [CH3:4][C:3]1[CH:21]([CH2:23][CH2:24][CH:15]2[C:14]3[C:9](=[C:10]([C:16]4[CH:21]=[CH:20][CH:19]=[CH:18][CH:17]=4)[CH:11]=[CH:12][CH:13]=3)[CH:8]=[C:7]2[CH3:6])[C:20]2[C:1]([CH:2]=1)=[C:16]([C:10]1[CH:11]=[CH:12][CH:13]=[CH:14][CH:9]=1)[CH:17]=[CH:18][CH:19]=2. (6) Given the reactants [CH3:1][N:2]([CH3:10])[C:3]1[CH:4]=[C:5]([OH:9])[CH:6]=[CH:7][CH:8]=1.FC(F)(F)S(O[C:17]1[CH:22]=[CH:21]C=[CH:19][C:18]=1[Si](C)(C)C)(=O)=O, predict the reaction product. The product is: [CH3:1][N:2]([C:10]1[CH:21]=[CH:22][CH:17]=[CH:18][CH:19]=1)[C:3]1[CH:4]=[C:5]([OH:9])[CH:6]=[CH:7][CH:8]=1.